Dataset: Full USPTO retrosynthesis dataset with 1.9M reactions from patents (1976-2016). Task: Predict the reactants needed to synthesize the given product. (1) Given the product [CH3:19][C:18]([CH3:20])([CH3:21])[CH2:17][CH2:16][C:15]([N:12]1[CH2:13][CH2:14][N:9]([C:5]2[CH:4]=[C:3]([C:2]3[N:1]=[C:28]([CH:25]4[CH2:27][CH2:26]4)[O:24][N:23]=3)[CH:8]=[CH:7][N:6]=2)[CH2:10][CH2:11]1)=[O:22], predict the reactants needed to synthesize it. The reactants are: [NH2:1][C:2](=[N:23][OH:24])[C:3]1[CH:8]=[CH:7][N:6]=[C:5]([N:9]2[CH2:14][CH2:13][N:12]([C:15](=[O:22])[CH2:16][CH2:17][C:18]([CH3:21])([CH3:20])[CH3:19])[CH2:11][CH2:10]2)[CH:4]=1.[CH:25]1([C:28](Cl)=O)[CH2:27][CH2:26]1. (2) Given the product [CH3:1][O:2][C:3]([C:5]1([N:13]([C:31](=[O:32])[CH2:30][C:22]2[C:23]([CH:28]=[CH2:29])=[CH:24][C:25]([CH3:27])=[CH:26][C:21]=2[CH3:20])[OH:14])[CH2:10][CH2:9][N:8]([O:11][CH3:12])[CH2:7][CH2:6]1)=[O:4], predict the reactants needed to synthesize it. The reactants are: [CH3:1][O:2][C:3]([C:5]1([NH:13][OH:14])[CH2:10][CH2:9][N:8]([O:11][CH3:12])[CH2:7][CH2:6]1)=[O:4].C(=O)([O-])O.[Na+].[CH3:20][C:21]1[CH:26]=[C:25]([CH3:27])[CH:24]=[C:23]([CH:28]=[CH2:29])[C:22]=1[CH2:30][C:31](Cl)=[O:32]. (3) Given the product [OH:51][C:50]1[C:42]([CH:27]2[C:35]3[C:30]4=[C:31]([CH2:36][CH2:37][CH2:38][CH2:39][CH2:40][N:29]4[C:28]2=[O:41])[CH:32]=[CH:33][CH:34]=3)=[CH:43][C:44]2[O:48][CH2:47][O:46][C:45]=2[CH:49]=1, predict the reactants needed to synthesize it. The reactants are: OC1(C2C(O)=CC3OCOC=3C=2)C(=O)C=C2OCCCN3C2=C1C=C3.O[C:27]1([C:42]2[C:50]([OH:51])=[CH:49][C:45]3[O:46][CH2:47][O:48][C:44]=3[CH:43]=2)[C:35]2[C:30]3=[C:31]([CH2:36][CH2:37][CH2:38][CH2:39][CH2:40][N:29]3[C:28]1=[O:41])[CH:32]=[CH:33][CH:34]=2. (4) Given the product [O:11]1[C:10]2[CH:14]=[CH:15][C:7]([N:5]([CH3:6])[C:3](=[O:4])[C@@H:2]([NH:1][C:50]([NH:49][S:46]([C:42]3[CH:43]=[CH:44][CH:45]=[C:40]([Cl:39])[CH:41]=3)(=[O:47])=[O:48])=[O:51])[CH2:16][C:17]3[CH:22]=[CH:21][CH:20]=[CH:19][CH:18]=3)=[CH:8][C:9]=2[O:13][CH2:12]1, predict the reactants needed to synthesize it. The reactants are: [NH2:1][C@@H:2]([CH2:16][C:17]1[CH:22]=[CH:21][CH:20]=[CH:19][CH:18]=1)[C:3]([N:5]([C:7]1[CH:15]=[CH:14][C:10]2[O:11][CH2:12][O:13][C:9]=2[CH:8]=1)[CH3:6])=[O:4].C(O)(C(F)(F)F)=O.C(N(C(C)C)CC)(C)C.[Cl:39][C:40]1[CH:41]=[C:42]([S:46]([N:49]=[C:50]=[O:51])(=[O:48])=[O:47])[CH:43]=[CH:44][CH:45]=1.